Predict the reactants needed to synthesize the given product. From a dataset of Full USPTO retrosynthesis dataset with 1.9M reactions from patents (1976-2016). (1) Given the product [C:45]([C:40]1[CH:41]=[C:42]2[C:37](=[C:38]([F:49])[CH:39]=1)[C:36](=[O:50])[N:35]([C:7]1[CH:8]=[CH:9][CH:10]=[C:11]([C:12]3[CH:17]=[C:16]([NH:18][C:19]4[CH:24]=[CH:23][C:22]([O:25][C:26]([CH3:31])([CH3:32])[CH2:27][N:28]([CH3:30])[CH3:29])=[CH:21][N:20]=4)[C:15](=[O:33])[N:14]([CH3:34])[N:13]=3)[C:6]=1[CH2:5][OH:4])[N:44]=[CH:43]2)([CH3:46])([CH3:47])[CH3:48], predict the reactants needed to synthesize it. The reactants are: C([O:4][CH2:5][C:6]1[C:11]([C:12]2[CH:17]=[C:16]([NH:18][C:19]3[CH:24]=[CH:23][C:22]([O:25][C:26]([CH3:32])([CH3:31])[CH2:27][N:28]([CH3:30])[CH3:29])=[CH:21][N:20]=3)[C:15](=[O:33])[N:14]([CH3:34])[N:13]=2)=[CH:10][CH:9]=[CH:8][C:7]=1[N:35]1[N:44]=[CH:43][C:42]2[C:37](=[C:38]([F:49])[CH:39]=[C:40]([C:45]([CH3:48])([CH3:47])[CH3:46])[CH:41]=2)[C:36]1=[O:50])(=O)C.[OH-].[Na+].C(Cl)Cl. (2) Given the product [Cl:1][C:2]1[C:7]([N:8]2[CH2:9][CH2:10][CH:11]([C:14]3[CH:19]=[CH:18][CH:17]=[CH:16][N:15]=3)[CH2:12][CH2:13]2)=[CH:6][N:5]=[N:4][C:3]=1[NH:20][NH:21][C:31](=[O:32])[CH2:30][CH:27]1[CH2:29][CH2:28]1, predict the reactants needed to synthesize it. The reactants are: [Cl:1][C:2]1[C:7]([N:8]2[CH2:13][CH2:12][CH:11]([C:14]3[CH:19]=[CH:18][CH:17]=[CH:16][N:15]=3)[CH2:10][CH2:9]2)=[CH:6][N:5]=[N:4][C:3]=1[NH:20][NH2:21].C1COCC1.[CH:27]1([CH2:30][C:31](Cl)=[O:32])[CH2:29][CH2:28]1. (3) Given the product [CH:10]1([N:16]2[C:7](=[O:9])[CH2:6][CH:2]([C:3]([OH:5])=[O:4])[CH2:1]2)[CH2:15][CH2:14][CH2:13][CH2:12][CH2:11]1, predict the reactants needed to synthesize it. The reactants are: [CH2:1]=[C:2]([CH2:6][C:7]([OH:9])=O)[C:3]([OH:5])=[O:4].[CH:10]1([NH2:16])[CH2:15][CH2:14][CH2:13][CH2:12][CH2:11]1. (4) Given the product [Cl:10][C:11]1[CH:12]=[C:13]([C:14]([NH:21][CH:22]2[CH2:27][CH:26]([C:28]3[CH:33]=[CH:32][C:31]([C:34]([F:36])([F:37])[F:35])=[CH:30][CH:29]=3)[CH2:25][N:24]([C:38]([N:40]3[CH2:41][CH2:42][C:43]4([O:47][CH2:46][CH2:45][O:44]4)[CH2:48][CH2:49]3)=[O:39])[CH2:23]2)=[O:16])[CH:17]=[CH:18][CH:19]=1, predict the reactants needed to synthesize it. The reactants are: CCN(C(C)C)C(C)C.[Cl:10][C:11]1[CH:12]=[C:13]([CH:17]=[CH:18][CH:19]=1)[C:14]([OH:16])=O.Cl.[NH2:21][CH:22]1[CH2:27][CH:26]([C:28]2[CH:33]=[CH:32][C:31]([C:34]([F:37])([F:36])[F:35])=[CH:30][CH:29]=2)[CH2:25][N:24]([C:38]([N:40]2[CH2:49][CH2:48][C:43]3([O:47][CH2:46][CH2:45][O:44]3)[CH2:42][CH2:41]2)=[O:39])[CH2:23]1.CN(C(ON1N=NC2C=CC=NC1=2)=[N+](C)C)C.F[P-](F)(F)(F)(F)F. (5) Given the product [Cl:1][C:2]1[CH:3]=[C:4]([NH:9][C:10]2[C:19]3[C:14](=[CH:15][C:16]([O:23][CH3:24])=[C:17]([NH2:20])[CH:18]=3)[N:13]=[CH:12][N:11]=2)[CH:5]=[CH:6][C:7]=1[F:8], predict the reactants needed to synthesize it. The reactants are: [Cl:1][C:2]1[CH:3]=[C:4]([NH:9][C:10]2[C:19]3[C:14](=[CH:15][C:16]([O:23][CH3:24])=[C:17]([N+:20]([O-])=O)[CH:18]=3)[N:13]=[CH:12][N:11]=2)[CH:5]=[CH:6][C:7]=1[F:8].[H][H]. (6) Given the product [CH3:13][O:12][C:10]1[C:9]([S:14][CH2:15][C:7]2[CH:8]=[CH:9][C:10]([C:18]3[CH:23]=[CH:22][CH:21]=[C:20]([C:24]([F:27])([F:26])[F:25])[CH:19]=3)=[CH:11][CH:6]=2)=[CH:8][C:7]([CH3:15])=[C:6]([CH:11]=1)[O:5][CH2:4][C:3]([OH:2])=[O:16], predict the reactants needed to synthesize it. The reactants are: C[O:2][C:3](=[O:16])[CH2:4][O:5][C:6]1[CH:11]=[C:10]([O:12][CH3:13])[C:9]([SH:14])=[CH:8][C:7]=1[CH3:15].Br[C:18]1[CH:23]=[CH:22][CH:21]=[C:20]([C:24]([F:27])([F:26])[F:25])[CH:19]=1. (7) Given the product [CH3:12][O:11][C:9](=[O:10])[CH2:8][C:3]1[CH:4]=[CH:5][CH:6]=[CH:7][C:2]=1[C:18]1[CH:19]=[N:20][C:15]([O:14][CH3:13])=[CH:16][CH:17]=1, predict the reactants needed to synthesize it. The reactants are: Br[C:2]1[CH:7]=[CH:6][CH:5]=[CH:4][C:3]=1[CH2:8][C:9]([O:11][CH3:12])=[O:10].[CH3:13][O:14][C:15]1[N:20]=[CH:19][C:18](B(O)O)=[CH:17][CH:16]=1.[F-].[Cs+].COCCOC.